This data is from Reaction yield outcomes from USPTO patents with 853,638 reactions. The task is: Predict the reaction yield, written as a fraction of the theoretical maximum amount of product (1.0 means a 100% yield; for example, 0.34 means a 34% yield). (1) The reactants are [CH2:1]([N:3]1[C:12](=[O:13])[C:11]2[C:6](=[CH:7][CH:8]=[C:9]([N+:14]([O-])=O)[CH:10]=2)[N:5]([CH2:17][CH2:18][CH2:19][O:20][CH3:21])[C:4]1=[O:22])[CH3:2].[H][H]. The catalyst is C(OCC)(=O)C.[Pd]. The product is [NH2:14][C:9]1[CH:10]=[C:11]2[C:6](=[CH:7][CH:8]=1)[N:5]([CH2:17][CH2:18][CH2:19][O:20][CH3:21])[C:4](=[O:22])[N:3]([CH2:1][CH3:2])[C:12]2=[O:13]. The yield is 0.963. (2) The reactants are [ClH:1].C(OC(=O)[NH:8][C@H:9]1[CH2:15][S:14][C:13]2[C:16]([NH2:20])=[CH:17][CH:18]=[CH:19][C:12]=2[NH:11][C:10]1=[O:21])(C)(C)C. The catalyst is O1CCOCC1. The product is [ClH:1].[ClH:1].[NH2:8][C@H:9]1[CH2:15][S:14][C:13]2[C:16]([NH2:20])=[CH:17][CH:18]=[CH:19][C:12]=2[NH:11][C:10]1=[O:21]. The yield is 0.990. (3) The reactants are C([NH:8][C@H:9]([C:11](O)=O)[CH3:10])(OC(C)(C)C)=O.CN(C(ON1N=NC2C=CC=NC1=2)=[N+](C)C)C.F[P-](F)(F)(F)(F)F.CCN(C(C)C)C(C)C.CO[C:49](=O)[C@H:50]([NH:53][CH2:54][C:55]1[CH:60]=[CH:59][C:58]([O:61][CH3:62])=[CH:57][CH:56]=1)[CH2:51][CH3:52]. The catalyst is CN(C=O)C.O. The product is [CH2:51]([C@@H:50]1[CH2:49][NH:8][C@@H:9]([CH3:11])[CH2:10][N:53]1[CH2:54][C:55]1[CH:60]=[CH:59][C:58]([O:61][CH3:62])=[CH:57][CH:56]=1)[CH3:52]. The yield is 0.880. (4) The reactants are [H-].[Na+].[NH:3]1[CH:7]=[C:6]([CH:8]=[O:9])[N:5]=[CH:4]1.I[CH2:11][CH2:12][CH3:13]. The catalyst is C1COCC1. The product is [CH2:11]([N:3]1[CH:7]=[C:6]([CH:8]=[O:9])[N:5]=[CH:4]1)[CH2:12][CH3:13]. The yield is 0.580. (5) The reactants are [Br:1][C:2]1[CH:14]=[CH:13][C:12]2[C:11]3[C:6](=[CH:7][C:8]([Br:15])=[CH:9][CH:10]=3)[NH:5][C:4]=2[CH:3]=1.Br[CH2:17][CH:18]([CH2:27][CH2:28][CH2:29][CH2:30][CH2:31][CH3:32])[CH2:19][CH2:20][CH2:21][CH2:22][CH2:23][CH2:24][CH2:25][CH3:26].[OH-].[Na+]. The catalyst is CC(C)=O.S.C([N+](CCCC)(CCCC)CCCC)CCC. The product is [Br:1][C:2]1[CH:14]=[CH:13][C:12]2[C:11]3[C:6](=[CH:7][C:8]([Br:15])=[CH:9][CH:10]=3)[N:5]([CH2:17][CH:18]([CH2:27][CH2:28][CH2:29][CH2:30][CH2:31][CH3:32])[CH2:19][CH2:20][CH2:21][CH2:22][CH2:23][CH2:24][CH2:25][CH3:26])[C:4]=2[CH:3]=1. The yield is 0.940.